Dataset: Full USPTO retrosynthesis dataset with 1.9M reactions from patents (1976-2016). Task: Predict the reactants needed to synthesize the given product. (1) Given the product [CH2:1]([O:4][C:5]1([CH3:45])[CH2:10][CH2:9][N:8]([C:11]2[C:12]3[N:13]([N:28]=[C:29]([C:31]4[CH:32]=[C:33]([C:37]5[CH:42]=[C:41]([CH3:43])[CH:40]=[CH:39][C:38]=5[O:44][CH2:46][CH:47]([CH3:48])[CH:50]=[CH2:51])[CH:34]=[CH:35][CH:36]=4)[CH:30]=3)[CH:14]=[C:15]([CH3:27])[C:16]=2[C@H:17]([O:22][C:23]([CH3:25])([CH3:24])[CH3:26])[C:18]([O:20][CH3:21])=[O:19])[CH2:7][CH2:6]1)[CH:2]=[CH2:3], predict the reactants needed to synthesize it. The reactants are: [CH2:1]([O:4][C:5]1([CH3:45])[CH2:10][CH2:9][N:8]([C:11]2[C:12]3[N:13]([N:28]=[C:29]([C:31]4[CH:32]=[C:33]([C:37]5[CH:42]=[C:41]([CH3:43])[CH:40]=[CH:39][C:38]=5[OH:44])[CH:34]=[CH:35][CH:36]=4)[CH:30]=3)[CH:14]=[C:15]([CH3:27])[C:16]=2[C@H:17]([O:22][C:23]([CH3:26])([CH3:25])[CH3:24])[C:18]([O:20][CH3:21])=[O:19])[CH2:7][CH2:6]1)[CH:2]=[CH2:3].[CH3:46][CH:47]([CH:50]=[CH2:51])[CH2:48]O.C1C=CC(P(C2C=CC=CC=2)C2C=CC=CC=2)=CC=1.CCOC(/N=N/C(OCC)=O)=O. (2) The reactants are: [C:1]([O:5][C:6](=[O:23])NC1SC=C[C@](C2C=CC=C(F)C=2F)(C)N=1)([CH3:4])([CH3:3])[CH3:2].[Br:24][C:25]1[CH:26]=[C:27]([C@:32]2([CH3:39])[CH:37]=[CH:36][S:35][C:34]([NH2:38])=[N:33]2)[C:28]([F:31])=[N:29][CH:30]=1.CC(OC(OC(OC(C)(C)C)=O)=O)(C)C.O.[OH-].[Li+]. Given the product [C:1]([O:5][C:6](=[O:23])[NH:38][C:34]1[S:35][CH:36]=[CH:37][C@:32]([C:27]2[C:28]([F:31])=[N:29][CH:30]=[C:25]([Br:24])[CH:26]=2)([CH3:39])[N:33]=1)([CH3:4])([CH3:3])[CH3:2], predict the reactants needed to synthesize it. (3) Given the product [CH3:1][C:2]1[CH:7]=[C:6]([S:8]([CH3:11])(=[O:10])=[O:9])[CH:5]=[CH:4][C:3]=1[C:12]1[C:13]2[CH:20]=[C:19]([CH2:21][OH:22])[CH:18]=[CH:17][C:14]=2[S:15][CH:16]=1, predict the reactants needed to synthesize it. The reactants are: [CH3:1][C:2]1[CH:7]=[C:6]([S:8]([CH3:11])(=[O:10])=[O:9])[CH:5]=[CH:4][C:3]=1[C:12]1[C:13]2[CH:20]=[C:19]([CH:21]=[O:22])[CH:18]=[CH:17][C:14]=2[S:15][CH:16]=1.[BH4-].[Na+]. (4) Given the product [Br:1][C:2]1[CH:7]=[CH:6][C:5]([C@H:8]([NH:9][S:10]([C:12]([CH3:13])([CH3:15])[CH3:14])=[O:11])[CH3:17])=[C:4]([F:16])[CH:3]=1, predict the reactants needed to synthesize it. The reactants are: [Br:1][C:2]1[CH:7]=[CH:6][C:5](/[CH:8]=[N:9]/[S:10]([C:12]([CH3:15])([CH3:14])[CH3:13])=[O:11])=[C:4]([F:16])[CH:3]=1.[CH3:17][Mg]Cl. (5) Given the product [F:17][C:2]1([F:1])[CH2:4][CH:3]1[CH2:5][N:6]1[C:10]2[CH:11]=[CH:12][C:13]([O:15][C:25]3[C:26]([C:27]#[N:28])=[CH:29][CH:30]=[CH:31][N:32]=3)=[CH:14][C:9]=2[S:8][C:7]1=[O:16], predict the reactants needed to synthesize it. The reactants are: [F:1][C:2]1([F:17])[CH2:4][CH:3]1[CH2:5][N:6]1[C:10]2[CH:11]=[CH:12][C:13]([OH:15])=[CH:14][C:9]=2[S:8][C:7]1=[O:16].C(=O)([O-])[O-].[Cs+].[Cs+].F[C:25]1[N:32]=[CH:31][CH:30]=[CH:29][C:26]=1[C:27]#[N:28]. (6) Given the product [Br:1][C:2]1[CH:7]=[CH:6][C:5]([N+:8]([O-:10])=[O:9])=[C:4]([NH:12][CH2:13][CH2:14][NH:15][C:16](=[O:22])[O:17][C:18]([CH3:20])([CH3:19])[CH3:21])[CH:3]=1, predict the reactants needed to synthesize it. The reactants are: [Br:1][C:2]1[CH:7]=[CH:6][C:5]([N+:8]([O-:10])=[O:9])=[C:4](F)[CH:3]=1.[NH2:12][CH2:13][CH2:14][NH:15][C:16](=[O:22])[O:17][C:18]([CH3:21])([CH3:20])[CH3:19].C(N(CC)CC)C. (7) Given the product [CH3:11][C:5]1[CH:6]=[C:7]([N+:8]([O-:10])=[O:9])[C:2]([NH:13][C:14]2[CH:19]=[CH:18][C:17]([CH2:20][CH2:21][OH:22])=[CH:16][CH:15]=2)=[N:3][C:4]=1[CH3:12], predict the reactants needed to synthesize it. The reactants are: Cl[C:2]1[C:7]([N+:8]([O-:10])=[O:9])=[CH:6][C:5]([CH3:11])=[C:4]([CH3:12])[N:3]=1.[NH2:13][C:14]1[CH:19]=[CH:18][C:17]([CH2:20][CH2:21][OH:22])=[CH:16][CH:15]=1.N1C(C)=CC=CC=1C.